The task is: Predict which catalyst facilitates the given reaction.. This data is from Catalyst prediction with 721,799 reactions and 888 catalyst types from USPTO. (1) Reactant: [CH2:1]([C:8]1[O:12][N:11]=[C:10]([C:13]2[CH:18]=[CH:17][C:16]([CH2:19][NH2:20])=[CH:15][CH:14]=2)[N:9]=1)[CH2:2][CH2:3][CH2:4][CH2:5][CH2:6][CH3:7].[CH:21]1[C:33]2[CH:32]([CH2:34][O:35][C:36]([NH:38][C@@H:39]([CH2:43][CH2:44][O:45][C:46]([C:59]3[CH:64]=[CH:63][CH:62]=[CH:61][CH:60]=3)([C:53]3[CH:58]=[CH:57][CH:56]=[CH:55][CH:54]=3)[C:47]3[CH:52]=[CH:51][CH:50]=[CH:49][CH:48]=3)[C:40](O)=[O:41])=[O:37])[C:31]3[C:26](=[CH:27][CH:28]=[CH:29][CH:30]=3)[C:25]=2[CH:24]=[CH:23][CH:22]=1.Cl.CN(C)CCCN=C=NCC. Product: [CH2:1]([C:8]1[O:12][N:11]=[C:10]([C:13]2[CH:14]=[CH:15][C:16]([CH2:19][NH:20][C:40](=[O:41])[C@@H:39]([NH:38][C:36](=[O:37])[O:35][CH2:34][CH:32]3[C:31]4[CH:30]=[CH:29][CH:28]=[CH:27][C:26]=4[C:25]4[C:33]3=[CH:21][CH:22]=[CH:23][CH:24]=4)[CH2:43][CH2:44][O:45][C:46]([C:53]3[CH:58]=[CH:57][CH:56]=[CH:55][CH:54]=3)([C:59]3[CH:64]=[CH:63][CH:62]=[CH:61][CH:60]=3)[C:47]3[CH:48]=[CH:49][CH:50]=[CH:51][CH:52]=3)=[CH:17][CH:18]=2)[N:9]=1)[CH2:2][CH2:3][CH2:4][CH2:5][CH2:6][CH3:7]. The catalyst class is: 4. (2) Reactant: [N+:1]([C:4]1[CH:17]=[CH:16][C:7]([O:8][C:9]2[CH:10]=[C:11]([Cl:15])[CH:12]=[N:13][CH:14]=2)=[CH:6][CH:5]=1)([O-])=O.Cl[Sn]Cl. Product: [NH2:1][C:4]1[CH:17]=[CH:16][C:7]([O:8][C:9]2[CH:10]=[C:11]([Cl:15])[CH:12]=[N:13][CH:14]=2)=[CH:6][CH:5]=1. The catalyst class is: 14.